The task is: Binary Classification. Given a miRNA mature sequence and a target amino acid sequence, predict their likelihood of interaction.. This data is from Experimentally validated miRNA-target interactions with 360,000+ pairs, plus equal number of negative samples. (1) The miRNA is ath-miR159a with sequence UUUGGAUUGAAGGGAGCUCUA. The protein sequence of the target gene is MENSERAEEMQENYQRNGTAEEQPKLRKEAVGSIEIFRFADGLDITLMILGILASLVNGACLPLMPLVLGEMSDNLISGCLVQTNTTNYQNCTQSQEKLNEDMTLLTLYYVGIGVAALIFGYIQISLWIITAARQTKRIRKQFFHSVLAQDIGWFDSCDIGELNTRMTDDIDKISDGIGDKIALLFQNMSTFSIGLAVGLVKGWKLTLVTLSTSPLIMASAAACSRMVISLTSKELSAYSKAGAVAEEVLSSIRTVIAFRAQEKELQRYTQNLKDAKDFGIKRTIASKVSLGAVYFFMNG.... Result: 0 (no interaction). (2) The miRNA is hsa-miR-4316 with sequence GGUGAGGCUAGCUGGUG. The protein sequence of the target gene is MSLQASEGCPGLGTNVFVPQSPQTDEEGSRSGRSFSEFEDTQDLDTPGLPPFCPMAPWGSEEGLSPCHLLTVRVIRMKNVRQADMLSQTDCFVSLWLPTASQKKLRTRTISNCPNPEWNESFNFQIQSRVKNVLELSVCDEDTVTPDDHLLTVLYDLTKLCFRKKTHVKFPLNPQGMEELEVEFLLEESPSPPETLVTNGVLVSRQVSCLEVHAQSRRRRKREKMKDLLVMVNESFENTQRVRPCLEPCCPTSACFQTAACFHYPKYFQSQVHVEVPKSHWSCGLCCRSRKKGPISQPLD.... Result: 0 (no interaction). (3) The miRNA is hsa-miR-378j with sequence ACUGGAUUUGGAGCCAGAA. The protein sequence of the target gene is MPLESSSSMPLSFPSLLPSVPHNTNPSPPLMSYITSQEMKCILHWFANWSGPQRERFLEDLVAKAVPEKLQPLLDSLEQLSVSGADRPPSIFECQLHLWDQWFRGWAEQERNEFVRQLEFSEPDFVAKFYQAVAATAGKD. Result: 0 (no interaction).